Dataset: Reaction yield outcomes from USPTO patents with 853,638 reactions. Task: Predict the reaction yield, written as a fraction of the theoretical maximum amount of product (1.0 means a 100% yield; for example, 0.34 means a 34% yield). (1) The reactants are [F:1][C:2]1([F:9])[CH2:7][CH2:6][CH:5]([OH:8])[CH2:4][CH2:3]1.[H-].[Na+].[CH2:12]([S:14]([C:17]1[CH:18]=[CH:19][C:20](F)=[C:21]([C:23]2[N:28]3[CH:29]=[N:30][CH:31]=[C:27]3[C:26](=[O:32])[N:25]([CH3:33])[CH:24]=2)[CH:22]=1)(=[O:16])=[O:15])[CH3:13]. The catalyst is C1COCC1. The product is [F:1][C:2]1([F:9])[CH2:7][CH2:6][CH:5]([O:8][C:20]2[CH:19]=[CH:18][C:17]([S:14]([CH2:12][CH3:13])(=[O:16])=[O:15])=[CH:22][C:21]=2[C:23]2[N:28]3[CH:29]=[N:30][CH:31]=[C:27]3[C:26](=[O:32])[N:25]([CH3:33])[CH:24]=2)[CH2:4][CH2:3]1. The yield is 0.220. (2) The reactants are F[C:2]1[CH:3]=[C:4]2[C:8](=[CH:9][CH:10]=1)[NH:7][C:6]([C:11]([OH:13])=O)=[CH:5]2.[NH:14]1[CH2:19][CH2:18][CH2:17][CH2:16][CH2:15]1. No catalyst specified. The product is [NH:7]1[C:8]2[C:4](=[CH:3][CH:2]=[CH:10][CH:9]=2)[CH:5]=[C:6]1[C:11]([N:14]1[CH2:19][CH2:18][CH2:17][CH2:16][CH2:15]1)=[O:13]. The yield is 1.00. (3) The reactants are [Br:1][C:2]1[C:6]2[CH:7]=[C:8]([O:11][CH3:12])[CH:9]=[CH:10][C:5]=2[O:4][C:3]=1[CH:13]=[O:14].[CH:15]1([Mg]Br)[CH2:20][CH2:19][CH2:18][CH2:17][CH2:16]1.[Cl-].[NH4+]. The catalyst is O1CCCC1. The product is [Br:1][C:2]1[C:6]2[CH:7]=[C:8]([O:11][CH3:12])[CH:9]=[CH:10][C:5]=2[O:4][C:3]=1[CH:13]([CH:15]1[CH2:20][CH2:19][CH2:18][CH2:17][CH2:16]1)[OH:14]. The yield is 0.670. (4) The reactants are [F:1][C:2]([F:45])([F:44])[C:3]1[CH:4]=[C:5]([CH:41]=[CH:42][CH:43]=1)[C:6]([NH:8][CH2:9][C:10]([NH:12][C@@H:13]1[CH2:17][CH2:16][N:15]([CH:18]2[CH2:24][CH2:23][CH2:22][N:21]([C:25]3[CH:40]=[CH:39][C:28]([C:29]([O:31]CC4C=CC=CC=4)=[O:30])=[CH:27][CH:26]=3)[CH2:20][CH2:19]2)[CH2:14]1)=[O:11])=[O:7].[H][H]. The catalyst is CO.[Pd]. The product is [F:45][C:2]([F:1])([F:44])[C:3]1[CH:4]=[C:5]([CH:41]=[CH:42][CH:43]=1)[C:6]([NH:8][CH2:9][C:10]([NH:12][C@@H:13]1[CH2:17][CH2:16][N:15]([CH:18]2[CH2:24][CH2:23][CH2:22][N:21]([C:25]3[CH:26]=[CH:27][C:28]([C:29]([OH:31])=[O:30])=[CH:39][CH:40]=3)[CH2:20][CH2:19]2)[CH2:14]1)=[O:11])=[O:7]. The yield is 0.960. (5) The reactants are [CH3:1][C@@:2]1([CH2:13][N:14]2[CH2:19][CH2:18][CH:17]([NH:20][C:21](=[O:27])[O:22]C(C)(C)C)[CH2:16][CH2:15]2)[O:6][C:5]2=[N:7][C:8]([N+:10]([O-:12])=[O:11])=[CH:9][N:4]2[CH2:3]1.FC(F)(F)C(O)=O.[F:35][C:36]([F:46])([F:45])[C:37]1[CH:44]=[CH:43][C:40]([CH2:41]O)=[CH:39][CH:38]=1.C(N1C=CN=C1)(N1C=CN=C1)=O. The catalyst is C(Cl)Cl.CN(C=O)C.O. The product is [CH3:1][C@@:2]1([CH2:13][N:14]2[CH2:15][CH2:16][CH:17]([NH:20][C:21](=[O:27])[O:22][CH2:41][C:40]3[CH:39]=[CH:38][C:37]([C:36]([F:35])([F:45])[F:46])=[CH:44][CH:43]=3)[CH2:18][CH2:19]2)[O:6][C:5]2=[N:7][C:8]([N+:10]([O-:12])=[O:11])=[CH:9][N:4]2[CH2:3]1. The yield is 0.280. (6) The reactants are [Cl:1][C:2]1[CH:7]=[CH:6][C:5]([C:8]2[CH:13]=[CH:12][C:11]([C:14]([OH:16])=O)=[C:10]([O:17][CH3:18])[CH:9]=2)=[CH:4][CH:3]=1.Cl.[CH2:20]([O:22][C:23](=[O:26])[CH2:24][NH2:25])[CH3:21].CN(C)CCCN=C=NCC.ON1C2C=CC=CC=2N=N1.C(N(C(C)C)CC)(C)C. The catalyst is C(Cl)Cl.CCOC(C)=O.CN(C=O)C. The product is [CH2:20]([O:22][C:23](=[O:26])[CH2:24][NH:25][C:14]([C:11]1[CH:12]=[CH:13][C:8]([C:5]2[CH:4]=[CH:3][C:2]([Cl:1])=[CH:7][CH:6]=2)=[CH:9][C:10]=1[O:17][CH3:18])=[O:16])[CH3:21]. The yield is 0.850. (7) The reactants are Br[C:2]1[C:3]([O:18][C:19]2[CH:26]=[CH:25][CH:24]=[CH:23][C:20]=2[C:21]#[N:22])=[C:4]2[C:9](=[CH:10][CH:11]=1)[N:8]([C:12]([CH:14]1[CH2:16][CH2:15]1)=[O:13])[C@@H:7]([CH3:17])[CH2:6][CH2:5]2.[B:27]1([B:27]2[O:31][C:30]([CH3:33])([CH3:32])[C:29]([CH3:35])([CH3:34])[O:28]2)[O:31][C:30]([CH3:33])([CH3:32])[C:29]([CH3:35])([CH3:34])[O:28]1.C([O-])(=O)C.[K+]. The catalyst is O1CCOCC1.C(OCC)(=O)C.C1C=CC(P(C2C=CC=CC=2)[C-]2C=CC=C2)=CC=1.C1C=CC(P(C2C=CC=CC=2)[C-]2C=CC=C2)=CC=1.Cl[Pd]Cl.[Fe+2].ClCCl. The product is [CH:14]1([C:12]([N:8]2[C:9]3[C:4](=[C:3]([O:18][C:19]4[CH:26]=[CH:25][CH:24]=[CH:23][C:20]=4[C:21]#[N:22])[C:2]([B:27]4[O:31][C:30]([CH3:33])([CH3:32])[C:29]([CH3:35])([CH3:34])[O:28]4)=[CH:11][CH:10]=3)[CH2:5][CH2:6][C@@H:7]2[CH3:17])=[O:13])[CH2:16][CH2:15]1. The yield is 0.640. (8) The product is [NH2:6][C:5]1[CH:7]=[C:8]([C:9]([F:12])([F:11])[F:10])[C:2]([C:32]2[CH:31]=[CH:30][C:29]([CH3:43])=[C:28]([S:25]([NH:24][C:20]([CH3:23])([CH3:22])[CH3:21])(=[O:26])=[O:27])[CH:33]=2)=[C:3]([Cl:13])[CH:4]=1. The catalyst is O1CCOCC1.C1C=CC([P]([Pd]([P](C2C=CC=CC=2)(C2C=CC=CC=2)C2C=CC=CC=2)([P](C2C=CC=CC=2)(C2C=CC=CC=2)C2C=CC=CC=2)[P](C2C=CC=CC=2)(C2C=CC=CC=2)C2C=CC=CC=2)(C2C=CC=CC=2)C2C=CC=CC=2)=CC=1. The yield is 0.850. The reactants are Br[C:2]1[C:8]([C:9]([F:12])([F:11])[F:10])=[CH:7][C:5]([NH2:6])=[CH:4][C:3]=1[Cl:13].C(=O)([O-])[O-].[Na+].[Na+].[C:20]([NH:24][S:25]([C:28]1[CH:33]=[C:32](B2OC(C)(C)C(C)(C)O2)[CH:31]=[CH:30][C:29]=1[CH3:43])(=[O:27])=[O:26])([CH3:23])([CH3:22])[CH3:21].O. (9) The reactants are [F:1][C:2]1[CH:3]=[C:4]([CH2:9][C:10]([O:12][CH2:13][CH3:14])=[O:11])[CH:5]=[CH:6][C:7]=1[OH:8].[Na+].[I-:16]. The catalyst is CN(C=O)C. The product is [F:1][C:2]1[CH:3]=[C:4]([CH2:9][C:10]([O:12][CH2:13][CH3:14])=[O:11])[CH:5]=[C:6]([I:16])[C:7]=1[OH:8]. The yield is 0.245.